This data is from Forward reaction prediction with 1.9M reactions from USPTO patents (1976-2016). The task is: Predict the product of the given reaction. (1) Given the reactants O.Cl.[N+:3]([C:6]1[CH:7]=[C:8]2[C:12](=[CH:13][CH:14]=1)[N:11]([CH2:15][O:16][CH2:17][CH2:18][Si:19]([CH3:22])([CH3:21])[CH3:20])[N:10]=[C:9]2[C:23]#[C:24][C:25]1[CH:30]=[CH:29][CH:28]=[CH:27][CH:26]=1)([O-])=O, predict the reaction product. The product is: [NH2:3][C:6]1[CH:7]=[C:8]2[C:12](=[CH:13][CH:14]=1)[N:11]([CH2:15][O:16][CH2:17][CH2:18][Si:19]([CH3:22])([CH3:20])[CH3:21])[N:10]=[C:9]2[C:23]#[C:24][C:25]1[CH:26]=[CH:27][CH:28]=[CH:29][CH:30]=1. (2) Given the reactants [C:1]([O:5][C:6]([N:8]1[CH2:13][CH2:12][CH2:11][N:10]([C:14]([O:16][C:17]([CH3:20])([CH3:19])[CH3:18])=[O:15])[C:9]1=[N:21][C:22]1[CH:27]=[CH:26][CH:25]=[C:24]([C:28](=[O:41])[NH:29][CH2:30][C:31]([O:33]CC2C=CC=CC=2)=[O:32])[CH:23]=1)=[O:7])([CH3:4])([CH3:3])[CH3:2], predict the reaction product. The product is: [C:1]([O:5][C:6]([N:8]1[CH2:13][CH2:12][CH2:11][N:10]([C:14]([O:16][C:17]([CH3:20])([CH3:19])[CH3:18])=[O:15])[C:9]1=[N:21][C:22]1[CH:27]=[CH:26][CH:25]=[C:24]([C:28](=[O:41])[NH:29][CH2:30][C:31]([OH:33])=[O:32])[CH:23]=1)=[O:7])([CH3:2])([CH3:3])[CH3:4]. (3) Given the reactants Br[C:2]1[CH:3]=[C:4]2[C:8](=[C:9]([Cl:11])[CH:10]=1)[C:7](=[O:12])[N:6]([CH2:13][C:14]1[CH:19]=[CH:18][C:17]([O:20][C:21]([F:24])([F:23])[F:22])=[CH:16][CH:15]=1)[CH2:5]2.[C-]#N.[Na+].[C:28](#[N:30])C, predict the reaction product. The product is: [Cl:11][C:9]1[CH:10]=[C:2]([C:28]#[N:30])[CH:3]=[C:4]2[C:8]=1[C:7](=[O:12])[N:6]([CH2:13][C:14]1[CH:19]=[CH:18][C:17]([O:20][C:21]([F:24])([F:23])[F:22])=[CH:16][CH:15]=1)[CH2:5]2. (4) Given the reactants C1CCN2C(=NCCC2)CC1.[C:12]([O:16][C:17]([N:19]1[CH2:24][CH2:23][N:22]([CH2:25][C:26]2[C:31]([C:32]([F:35])([F:34])[F:33])=[CH:30][C:29]([C:36]([OH:38])=[O:37])=[C:28]([NH2:39])[C:27]=2[Cl:40])[CH2:21][CH2:20]1)=[O:18])([CH3:15])([CH3:14])[CH3:13].Cl[C:42](Cl)([O:44]C(=O)OC(Cl)(Cl)Cl)Cl.C(=O)(O)[O-].[Na+], predict the reaction product. The product is: [C:12]([O:16][C:17]([N:19]1[CH2:24][CH2:23][N:22]([CH2:25][C:26]2[C:31]([C:32]([F:34])([F:33])[F:35])=[CH:30][C:29]3[C:36](=[O:38])[O:37][C:42](=[O:44])[NH:39][C:28]=3[C:27]=2[Cl:40])[CH2:21][CH2:20]1)=[O:18])([CH3:15])([CH3:13])[CH3:14]. (5) Given the reactants O=[C:2]([CH3:10])[CH2:3][CH2:4][CH2:5][C:6]([O:8][CH3:9])=[O:7].[N:11]1([C:17]2[CH:26]=[CH:25][C:24]3[C:19](=[CH:20][CH:21]=[CH:22][CH:23]=3)[N:18]=2)[CH2:16][CH2:15][NH:14][CH2:13][CH2:12]1, predict the reaction product. The product is: [N:18]1[C:19]2[C:24](=[CH:23][CH:22]=[CH:21][CH:20]=2)[CH:25]=[CH:26][C:17]=1[N:11]1[CH2:16][CH2:15][N:14]([CH:2]([CH3:10])[CH2:3][CH2:4][CH2:5][C:6]([O:8][CH3:9])=[O:7])[CH2:13][CH2:12]1. (6) Given the reactants Cl.Cl.[F:3][C:4]1[CH:9]=[C:8]([C:10]#[N:11])[CH:7]=[CH:6][C:5]=1[C:12]1[CH:17]=[CH:16][C:15]([O:18][C:19]([F:22])([F:21])[F:20])=[C:14]([CH2:23][NH:24][C@H:25]2[CH2:30][CH2:29][NH:28][CH2:27][C@H:26]2[C:31]2[CH:36]=[CH:35][CH:34]=[CH:33][CH:32]=2)[CH:13]=1.[CH3:37][N:38]=[C:39]=[O:40], predict the reaction product. The product is: [C:10]([C:8]1[CH:7]=[CH:6][C:5]([C:12]2[CH:17]=[CH:16][C:15]([O:18][C:19]([F:21])([F:22])[F:20])=[C:14]([CH2:23][NH:24][C@H:25]3[CH2:30][CH2:29][N:28]([C:39]([NH:38][CH3:37])=[O:40])[CH2:27][C@H:26]3[C:31]3[CH:32]=[CH:33][CH:34]=[CH:35][CH:36]=3)[CH:13]=2)=[C:4]([F:3])[CH:9]=1)#[N:11]. (7) Given the reactants CC[N+](S(N=C(OC)[O-])(=O)=O)(CC)CC.[Br:16][C:17]1[N:27]([CH2:28][CH:29]=[C:30]([CH3:32])[CH3:31])[C:20]2[C:21](=[O:26])[NH:22][CH2:23][CH:24](O)[C:19]=2[N:18]=1.C(=O)([O-])O.[Na+], predict the reaction product. The product is: [Br:16][C:17]1[N:27]([CH2:28][CH:29]=[C:30]([CH3:32])[CH3:31])[C:20]2[C:21](=[O:26])[NH:22][CH:23]=[CH:24][C:19]=2[N:18]=1. (8) Given the reactants [CH3:1][N:2]1[C:7](=[O:8])[CH:6]=[C:5]([N:9]2[CH2:14][CH2:13][O:12][CH2:11][CH2:10]2)[N:4]=[C:3]1[CH2:15][C:16]([O-:18])=O.[Na+].[F:20][C:21]1[CH:29]=[CH:28][CH:27]=[C:26]2[C:22]=1[CH2:23][CH2:24][NH:25]2.Cl.CN(C)CCCN=C=NCC, predict the reaction product. The product is: [F:20][C:21]1[CH:29]=[CH:28][CH:27]=[C:26]2[C:22]=1[CH2:23][CH2:24][N:25]2[C:16](=[O:18])[CH2:15][C:3]1[N:2]([CH3:1])[C:7](=[O:8])[CH:6]=[C:5]([N:9]2[CH2:10][CH2:11][O:12][CH2:13][CH2:14]2)[N:4]=1.